This data is from Forward reaction prediction with 1.9M reactions from USPTO patents (1976-2016). The task is: Predict the product of the given reaction. (1) Given the reactants [NH2:1][CH2:2][C:3]1[C:8]([CH2:9][CH3:10])=[N:7][C:6]2[N:11]([CH2:14][CH3:15])[N:12]=[CH:13][C:5]=2[C:4]=1[NH:16][CH:17]1[CH2:22][CH2:21][O:20][CH2:19][CH2:18]1.[CH:23]1[C:32]2[C:27](=[CH:28][CH:29]=[CH:30][CH:31]=2)[CH:26]=[C:25]([C:33]([OH:35])=[O:34])[C:24]=1[C:36](O)=[O:37].C1C=CC2N(O)N=NC=2C=1.C(Cl)CCl, predict the reaction product. The product is: [CH2:14]([N:11]1[C:6]2=[N:7][C:8]([CH2:9][CH3:10])=[C:3]([CH2:2][NH:1][C:36]([C:24]3[C:25]([C:33]([OH:35])=[O:34])=[CH:26][C:27]4[C:32]([CH:23]=3)=[CH:31][CH:30]=[CH:29][CH:28]=4)=[O:37])[C:4]([NH:16][CH:17]3[CH2:18][CH2:19][O:20][CH2:21][CH2:22]3)=[C:5]2[CH:13]=[N:12]1)[CH3:15]. (2) Given the reactants [NH:1]1[CH:5]=[CH:4][C:3]([C:6]2[CH:11]=[CH:10][CH:9]=[CH:8][N:7]=2)=[CH:2]1.[Br:12][C:13]1[CH:18]=[C:17](F)[CH:16]=[C:15]([F:20])[CH:14]=1.C(=O)([O-])[O-].[K+].[K+], predict the reaction product. The product is: [Br:12][C:13]1[CH:18]=[C:17]([N:1]2[CH:5]=[CH:4][C:3]([C:6]3[CH:11]=[CH:10][CH:9]=[CH:8][N:7]=3)=[CH:2]2)[CH:16]=[C:15]([F:20])[CH:14]=1. (3) Given the reactants [Br:1][C:2]1[CH:3]=[C:4]([C:8]2([C:18]3[CH:23]=[CH:22][CH:21]=[C:20]([OH:24])[CH:19]=3)[C:12]3=[N:13][CH2:14][CH2:15][CH2:16][N:11]3[C:10](=[S:17])[NH:9]2)[CH:5]=[CH:6][CH:7]=1.[CH3:25][S:26](Cl)(=[O:28])=[O:27], predict the reaction product. The product is: [CH3:25][S:26]([O:24][C:20]1[CH:21]=[CH:22][CH:23]=[C:18]([C:8]2([C:4]3[CH:5]=[CH:6][CH:7]=[C:2]([Br:1])[CH:3]=3)[C:12]3=[N:13][CH2:14][CH2:15][CH2:16][N:11]3[C:10](=[S:17])[NH:9]2)[CH:19]=1)(=[O:28])=[O:27]. (4) Given the reactants Br[C:2]1[C:3](=[O:22])[N:4]([CH2:10][CH2:11][C:12]2[CH:21]=[CH:20][C:15]([C:16]([O:18][CH3:19])=[O:17])=[CH:14][CH:13]=2)[C:5]([CH3:9])=[C:6]([Cl:8])[CH:7]=1.[CH3:23]B(O)O.P([O-])([O-])([O-])=O.[K+].[K+].[K+], predict the reaction product. The product is: [Cl:8][C:6]1[CH:7]=[C:2]([CH3:23])[C:3](=[O:22])[N:4]([CH2:10][CH2:11][C:12]2[CH:21]=[CH:20][C:15]([C:16]([O:18][CH3:19])=[O:17])=[CH:14][CH:13]=2)[C:5]=1[CH3:9]. (5) Given the reactants O[CH:2]1[CH2:7][CH2:6][CH:5]([CH:8]=[O:9])[CH2:4][CH2:3]1.[Br:10]C(Br)(Br)C(Br)(Br)Br.C1(P(C2C=CC=CC=2)C2C=CC=CC=2)C=CC=CC=1, predict the reaction product. The product is: [Br:10][CH:2]1[CH2:7][CH2:6][CH:5]([CH:8]=[O:9])[CH2:4][CH2:3]1. (6) Given the reactants C(OP([CH2:9][C:10]([O:12][C:13]([CH3:16])([CH3:15])[CH3:14])=[O:11])(OCC)=O)C.C([O-])(C)(C)C.[Na+].[CH:23]([C:25]1[CH:34]=[CH:33][C:28]([C:29]([O:31][CH3:32])=[O:30])=[C:27]([O:35][CH3:36])[CH:26]=1)=O.[Cl-].[NH4+], predict the reaction product. The product is: [C:13]([O:12][C:10](/[CH:9]=[CH:23]/[C:25]1[CH:34]=[CH:33][C:28]([C:29]([O:31][CH3:32])=[O:30])=[C:27]([O:35][CH3:36])[CH:26]=1)=[O:11])([CH3:14])([CH3:15])[CH3:16].